Dataset: NCI-60 drug combinations with 297,098 pairs across 59 cell lines. Task: Regression. Given two drug SMILES strings and cell line genomic features, predict the synergy score measuring deviation from expected non-interaction effect. Drug 1: CN(C)C1=NC(=NC(=N1)N(C)C)N(C)C. Drug 2: CS(=O)(=O)OCCCCOS(=O)(=O)C. Cell line: NCI-H322M. Synergy scores: CSS=-5.35, Synergy_ZIP=5.03, Synergy_Bliss=5.70, Synergy_Loewe=1.92, Synergy_HSA=1.01.